From a dataset of Peptide-MHC class II binding affinity with 134,281 pairs from IEDB. Regression. Given a peptide amino acid sequence and an MHC pseudo amino acid sequence, predict their binding affinity value. This is MHC class II binding data. (1) The peptide sequence is DCIMTSYQYLIIQNT. The MHC is DRB1_1101 with pseudo-sequence DRB1_1101. The binding affinity (normalized) is 0.408. (2) The peptide sequence is PLSVASMTSPLLTWD. The MHC is DRB1_0701 with pseudo-sequence DRB1_0701. The binding affinity (normalized) is 0.610. (3) The peptide sequence is TIKAERTEQKDFDGR. The MHC is DRB1_0701 with pseudo-sequence DRB1_0701. The binding affinity (normalized) is 0. (4) The peptide sequence is ISSLIDMGQGILHNA. The MHC is DRB1_0101 with pseudo-sequence DRB1_0101. The binding affinity (normalized) is 0.391. (5) The peptide sequence is LISRVLDGLVMTTIS. The MHC is HLA-DQA10101-DQB10501 with pseudo-sequence HLA-DQA10101-DQB10501. The binding affinity (normalized) is 0.399. (6) The peptide sequence is IGRGGDEALRGFLLY. The MHC is DRB1_0101 with pseudo-sequence DRB1_0101. The binding affinity (normalized) is 0.642.